This data is from Experimentally validated miRNA-target interactions with 360,000+ pairs, plus equal number of negative samples. The task is: Binary Classification. Given a miRNA mature sequence and a target amino acid sequence, predict their likelihood of interaction. The miRNA is mmu-miR-6908-3p with sequence ACACUCUCCCUUGUGCUGGCAG. The protein sequence of the target gene is MSFLIDSSIMITSQILFFGFGWLFFMRQLFKDYEVRQYVVQVIFSVTFAFSCTMFELIIFEILGVLNSSSRYFHWKLNLCVILLILVFMVPFYIGYFIVSNIQLLHKQRLLFSCLLWLTFMYFFWKLGDPFPILSPKHGILSIEQLISRVGVIGVTLMALLSGFGAVNCPYTYMSYFLRNVTDTDILALERRLLQTMDMIISKKKRMAVARRTMFQRGDVQNKPSGLWGMLKSVTASAPGSENLTLIQQEVDALEELSRQLFLETADLYATKERIEYSKTFKGKYFNFLGYFFSIYCVWK.... Result: 0 (no interaction).